Task: Predict the reaction yield, written as a fraction of the theoretical maximum amount of product (1.0 means a 100% yield; for example, 0.34 means a 34% yield).. Dataset: Reaction yield outcomes from USPTO patents with 853,638 reactions (1) The reactants are [CH2:1]([O:3][C:4]([C:6]1[NH:7][C:8]2[C:13]([CH:14]=1)=[CH:12][CH:11]=[CH:10][CH:9]=2)=[O:5])[CH3:2].[H-].[Na+].[C:17]1([S:23](Cl)(=[O:25])=[O:24])[CH:22]=[CH:21][CH:20]=[CH:19][CH:18]=1.Cl. The catalyst is CN(C)C=O.O. The product is [CH2:1]([O:3][C:4]([C:6]1[N:7]([S:23]([C:17]2[CH:22]=[CH:21][CH:20]=[CH:19][CH:18]=2)(=[O:25])=[O:24])[C:8]2[C:13]([CH:14]=1)=[CH:12][CH:11]=[CH:10][CH:9]=2)=[O:5])[CH3:2]. The yield is 0.790. (2) The reactants are [O:1]1CCN[C:2]1=[O:6].C([SiH](CC)CC)C.FC(F)(F)C(O)=O.[CH:21]1[C:33]2[NH:32][C:31]3[C:26](=[CH:27][CH:28]=[CH:29][CH:30]=3)[C:25]=2[CH:24]=[CH:23][N:22]=1.C([NH3+])(C)(C)C.C(N)(C)(C)C. The catalyst is CCOCC.C(Cl)(Cl)Cl. The product is [CH3:21][NH:22][C@H:23]([C:2]([OH:6])=[O:1])[CH2:24][C:25]1[C:26]2[C:31](=[CH:30][CH:29]=[CH:28][CH:27]=2)[NH:32][CH:33]=1. The yield is 0.220.